From a dataset of Peptide-MHC class II binding affinity with 134,281 pairs from IEDB. Regression. Given a peptide amino acid sequence and an MHC pseudo amino acid sequence, predict their binding affinity value. This is MHC class II binding data. (1) The peptide sequence is AGLKTNDRKWCFEGP. The binding affinity (normalized) is 0.270. The MHC is DRB1_0404 with pseudo-sequence DRB1_0404. (2) The peptide sequence is SGSCLNNDKEFENAI. The MHC is DRB1_0101 with pseudo-sequence DRB1_0101. The binding affinity (normalized) is 0.